Task: Predict which catalyst facilitates the given reaction.. Dataset: Catalyst prediction with 721,799 reactions and 888 catalyst types from USPTO (1) Reactant: [N+:1]([C:4]1[CH:9]=[CH:8][C:7]([N:10]2[CH2:15][CH2:14][O:13][C@@H:12]([CH2:16][OH:17])[CH2:11]2)=[CH:6][CH:5]=1)([O-])=O.[Cl-].[NH4+].O. Product: [NH2:1][C:4]1[CH:5]=[CH:6][C:7]([N:10]2[CH2:15][CH2:14][O:13][C@@H:12]([CH2:16][OH:17])[CH2:11]2)=[CH:8][CH:9]=1. The catalyst class is: 186. (2) Reactant: [OH:1][CH:2]([C:6]1[CH:11]=[CH:10][CH:9]=[C:8]([OH:12])[CH:7]=1)[CH2:3][C:4]#[N:5]. Product: [NH2:5][CH2:4][CH2:3][CH:2]([C:6]1[CH:7]=[C:8]([OH:12])[CH:9]=[CH:10][CH:11]=1)[OH:1]. The catalyst class is: 1. (3) Reactant: [C:1]1([CH3:39])[CH:6]=[CH:5][C:4]([C:7]2[N:8]=[C:9]3[CH2:23][CH2:22][CH2:21][N:20]([CH2:24][CH2:25][CH2:26][CH2:27][CH2:28][CH2:29][C:30]4[N:34](CCC#N)[N:33]=[N:32][N:31]=4)[C:10]3=[N:11][C:12]=2[C:13]2[CH:18]=[CH:17][C:16]([CH3:19])=[CH:15][CH:14]=2)=[CH:3][CH:2]=1.[OH-].[Na+].Cl. Product: [NH:34]1[C:30]([CH2:29][CH2:28][CH2:27][CH2:26][CH2:25][CH2:24][N:20]2[C:10]3=[N:11][C:12]([C:13]4[CH:18]=[CH:17][C:16]([CH3:19])=[CH:15][CH:14]=4)=[C:7]([C:4]4[CH:3]=[CH:2][C:1]([CH3:39])=[CH:6][CH:5]=4)[N:8]=[C:9]3[CH2:23][CH2:22][CH2:21]2)=[N:31][N:32]=[N:33]1. The catalyst class is: 5. (4) Reactant: [NH2:1][C:2]1[CH:3]=[N:4][C:5]([NH:8][C:9]2[CH:24]=[CH:23][C:12]([C:13]([NH:15][CH2:16][CH2:17][N:18]3[CH2:22][CH2:21][CH2:20][CH2:19]3)=[O:14])=[CH:11][CH:10]=2)=[N:6][CH:7]=1.[CH3:25][C:26]1[CH:34]=[CH:33][CH:32]=[C:31]([CH3:35])[C:27]=1[C:28](Cl)=[O:29].C(N(C(C)C)CC)(C)C. Product: [CH3:25][C:26]1[CH:34]=[CH:33][CH:32]=[C:31]([CH3:35])[C:27]=1[C:28]([NH:1][C:2]1[CH:3]=[N:4][C:5]([NH:8][C:9]2[CH:10]=[CH:11][C:12]([C:13](=[O:14])[NH:15][CH2:16][CH2:17][N:18]3[CH2:19][CH2:20][CH2:21][CH2:22]3)=[CH:23][CH:24]=2)=[N:6][CH:7]=1)=[O:29]. The catalyst class is: 1. (5) Reactant: [O:1]=[C:2]1[CH:7]=[C:6]([CH:8]=[O:9])[CH:5]=[CH:4]N1.Cl[C:11]([F:16])([F:15])C([O-])=O.[Na+].[CH3:18]N(C=O)C. Product: [F:15][CH:11]([F:16])[O:1][C:2]1[CH:7]=[C:6]([CH:5]=[CH:4][CH:18]=1)[CH:8]=[O:9]. The catalyst class is: 115. (6) Reactant: [CH3:1][S:2][C:3]1[N:4]=[CH:5][C:6]2[C:15](=[O:16])[N:14]([C:17]3[CH:18]=[C:19]([CH:23]=[CH:24][CH:25]=3)[C:20](O)=[O:21])[CH2:13][C@H:12]3[N:8]([CH2:9][CH2:10][CH2:11]3)[C:7]=2[N:26]=1.ON1C2C=CC=CC=2N=N1.C(N=C=NCCCN(C)C)C.O[NH:49][C:50](=[NH:52])[CH3:51]. Product: [CH3:51][C:50]1[N:52]=[C:20]([C:19]2[CH:18]=[C:17]([N:14]3[CH2:13][C@H:12]4[N:8]([CH2:9][CH2:10][CH2:11]4)[C:7]4[N:26]=[C:3]([S:2][CH3:1])[N:4]=[CH:5][C:6]=4[C:15]3=[O:16])[CH:25]=[CH:24][CH:23]=2)[O:21][N:49]=1. The catalyst class is: 18. (7) Reactant: [C:1]([NH:11][C@H:12]([C:16]([O:18][CH2:19][CH2:20][CH2:21][C:22]([CH3:29])([CH3:28])[C:23]([O:25][CH2:26]Cl)=[O:24])=[O:17])[CH:13]([CH3:15])[CH3:14])([O:3][CH2:4][C:5]1[CH:10]=[CH:9][CH:8]=[CH:7][CH:6]=1)=[O:2].[I-:30].[Na+]. Product: [C:1]([NH:11][C@H:12]([C:16]([O:18][CH2:19][CH2:20][CH2:21][C:22]([CH3:29])([CH3:28])[C:23]([O:25][CH2:26][I:30])=[O:24])=[O:17])[CH:13]([CH3:15])[CH3:14])([O:3][CH2:4][C:5]1[CH:10]=[CH:9][CH:8]=[CH:7][CH:6]=1)=[O:2]. The catalyst class is: 10. (8) The catalyst class is: 18. Reactant: [Cl:1][C:2]1[C:3]([C:8]2[CH:16]=[CH:15][C:11](C(O)=O)=[CH:10][CH:9]=2)=[N:4][CH:5]=[CH:6][CH:7]=1.C([N:19](CC)CC)C.C1(P(N=[N+]=[N-])(C2C=CC=CC=2)=O)C=CC=CC=1. Product: [Cl:1][C:2]1[C:3]([C:8]2[CH:16]=[CH:15][C:11]([NH2:19])=[CH:10][CH:9]=2)=[N:4][CH:5]=[CH:6][CH:7]=1. (9) Reactant: [CH2:1]([C:8]1[CH:13]=[CH:12][CH:11]=[CH:10][C:9]=1[OH:14])[C:2]1[CH:7]=[CH:6][CH:5]=[CH:4][CH:3]=1.[Br-:15].[Br-].[Br-].C([N+](CCCC)(CCCC)CCCC)CCC.C([N+](CCCC)(CCCC)CCCC)CCC.C([N+](CCCC)(CCCC)CCCC)CCC. Product: [CH2:1]([C:8]1[CH:13]=[C:12]([Br:15])[CH:11]=[CH:10][C:9]=1[OH:14])[C:2]1[CH:3]=[CH:4][CH:5]=[CH:6][CH:7]=1. The catalyst class is: 22.